From a dataset of Forward reaction prediction with 1.9M reactions from USPTO patents (1976-2016). Predict the product of the given reaction. (1) Given the reactants O[CH2:2][N:3]1[CH:7]=[CH:6][C:5]([C:8]#[N:9])=[N:4]1.S(Cl)([Cl:12])=O, predict the reaction product. The product is: [C:8]([C:5]1[CH:6]=[CH:7][N:3]([CH2:2][Cl:12])[N:4]=1)#[N:9]. (2) The product is: [F:50][C:47]1[CH:48]=[CH:49][C:44]2[N:45]([CH:51]=[C:42]([C:40]([NH:39][C@H:36]3[CH2:37][CH2:38][C@@H:33]([N:23]4[C:24](=[O:32])[C:25]5[CH:30]=[C:29]([F:31])[CH:28]=[N:27][C:26]=5[N:21]([C:17]5[CH:16]=[C:15]([C:12]6[CH:11]=[CH:10][C:9]([CH2:8][CH2:7][CH2:6][NH:56][CH:53]([CH3:55])[CH3:54])=[CH:14][CH:13]=6)[CH:20]=[CH:19][CH:18]=5)[C:22]4=[O:52])[CH2:34][CH2:35]3)=[O:41])[N:43]=2)[CH:46]=1. Given the reactants CS(O[CH2:6][CH2:7][CH2:8][C:9]1[CH:14]=[CH:13][C:12]([C:15]2[CH:20]=[CH:19][CH:18]=[C:17]([N:21]3[C:26]4[N:27]=[CH:28][C:29]([F:31])=[CH:30][C:25]=4[C:24](=[O:32])[N:23]([C@H:33]4[CH2:38][CH2:37][C@@H:36]([NH:39][C:40]([C:42]5[N:43]=[C:44]6[CH:49]=[CH:48][C:47]([F:50])=[CH:46][N:45]6[CH:51]=5)=[O:41])[CH2:35][CH2:34]4)[C:22]3=[O:52])[CH:16]=2)=[CH:11][CH:10]=1)(=O)=O.[CH:53]([NH2:56])([CH3:55])[CH3:54].C(=O)([O-])[O-].[K+].[K+].O, predict the reaction product. (3) Given the reactants C(OC(=O)[N:7]([C:16]1[CH:21]=[CH:20][C:19]([CH:22]([C:24]2[C:32]3[C:31]([CH:33]4[CH2:35][CH2:34]4)=[N:30][CH:29]=[N:28][C:27]=3[N:26]([S:36]([C:39]3[CH:44]=[CH:43][CH:42]=[CH:41][CH:40]=3)(=[O:38])=[O:37])[CH:25]=2)O)=[C:18]([F:45])[N:17]=1)[C:8]1[CH:9]=[N:10][C:11]([O:14][CH3:15])=[CH:12][CH:13]=1)(C)(C)C.C([SiH](CC)CC)C.FC(F)(F)C(O)=O.C(=O)([O-])[O-].[K+].[K+], predict the reaction product. The product is: [C:39]1([S:36]([N:26]2[C:27]3[N:28]=[CH:29][N:30]=[C:31]([CH:33]4[CH2:34][CH2:35]4)[C:32]=3[C:24]([CH2:22][C:19]3[CH:20]=[CH:21][C:16]([NH:7][C:8]4[CH:9]=[N:10][C:11]([O:14][CH3:15])=[CH:12][CH:13]=4)=[N:17][C:18]=3[F:45])=[CH:25]2)(=[O:38])=[O:37])[CH:44]=[CH:43][CH:42]=[CH:41][CH:40]=1. (4) The product is: [CH2:1]([N:8]1[C:13](=[O:14])[C:12]([C:21]2[CH:22]=[CH:23][C:18]([Cl:17])=[CH:19][CH:20]=2)=[C:11]([Cl:16])[CH:10]=[N:9]1)[C:2]1[CH:7]=[CH:6][CH:5]=[CH:4][CH:3]=1. Given the reactants [CH2:1]([N:8]1[C:13](=[O:14])[C:12](Cl)=[C:11]([Cl:16])[CH:10]=[N:9]1)[C:2]1[CH:7]=[CH:6][CH:5]=[CH:4][CH:3]=1.[Cl:17][C:18]1[CH:23]=[CH:22][C:21](B(O)O)=[CH:20][CH:19]=1.C([O-])([O-])=O.[Na+].[Na+].O, predict the reaction product. (5) Given the reactants Cl[C:2]1[C:3]2[N:10]([CH2:11][C:12]([NH2:14])=[O:13])[CH:9]=[CH:8][C:4]=2[N:5]=[CH:6][N:7]=1.[NH2:15][C:16]1[CH:21]=[CH:20][C:19]([OH:22])=[CH:18][C:17]=1[Cl:23].C(=O)([O-])[O-].[K+].[K+].CN1CCCC1=O, predict the reaction product. The product is: [NH2:15][C:16]1[CH:21]=[CH:20][C:19]([O:22][C:2]2[C:3]3[N:10]([CH2:11][C:12]([NH2:14])=[O:13])[CH:9]=[CH:8][C:4]=3[N:5]=[CH:6][N:7]=2)=[CH:18][C:17]=1[Cl:23].